From a dataset of Catalyst prediction with 721,799 reactions and 888 catalyst types from USPTO. Predict which catalyst facilitates the given reaction. (1) Reactant: [OH-:1].[Na+].O.[O:4]1[CH:8]=[CH:7][CH:6]=[C:5]1[C:9]1[O:10][C:11](=[O:26])/[C:12](=[CH:14]/[C:15]2[O:16][C:17]([C:20]3[CH:25]=[CH:24][CH:23]=[CH:22][CH:21]=3)=[CH:18][CH:19]=2)/[N:13]=1.CO. Product: [O:4]1[CH:8]=[CH:7][CH:6]=[C:5]1[C:9]([NH:13]/[C:12](=[CH:14]\[C:15]1[O:16][C:17]([C:20]2[CH:25]=[CH:24][CH:23]=[CH:22][CH:21]=2)=[CH:18][CH:19]=1)/[C:11]([OH:10])=[O:26])=[O:1]. The catalyst class is: 21. (2) Reactant: [CH3:1][C:2]1[CH:17]=[CH:16][C:5]([O:6][C:7]2[CH:12]=[CH:11][C:10]([N+:13]([O-])=O)=[CH:9][N:8]=2)=[CH:4][C:3]=1[O:18][C:19]([F:22])([F:21])[F:20]. Product: [CH3:1][C:2]1[CH:17]=[CH:16][C:5]([O:6][C:7]2[N:8]=[CH:9][C:10]([NH2:13])=[CH:11][CH:12]=2)=[CH:4][C:3]=1[O:18][C:19]([F:21])([F:20])[F:22]. The catalyst class is: 123. (3) Reactant: Br[C:2]1[CH:7]=[CH:6][CH:5]=[CH:4][C:3]=1[O:8][CH2:9][C:10]([CH3:15])([N+:12]([O-:14])=[O:13])[CH3:11].[NH:16]1[CH2:21][CH2:20][NH:19][CH2:18][CH2:17]1.C1C=CC(P(C2C(C3C(P(C4C=CC=CC=4)C4C=CC=CC=4)=CC=C4C=3C=CC=C4)=C3C(C=CC=C3)=CC=2)C2C=CC=CC=2)=CC=1.CC([O-])(C)C.[Na+]. Product: [CH3:11][C:10]([N+:12]([O-:14])=[O:13])([CH3:15])[CH2:9][O:8][C:3]1[CH:4]=[CH:5][CH:6]=[CH:7][C:2]=1[N:16]1[CH2:21][CH2:20][NH:19][CH2:18][CH2:17]1. The catalyst class is: 11. (4) Reactant: [H-].[Na+].[OH:3][C@H:4]1[C@H:9]([C:10]2[CH:15]=[CH:14][C:13]([CH2:16][O:17][CH2:18][CH2:19][O:20][CH3:21])=[CH:12][CH:11]=2)[C@@H:8]([O:22][CH2:23][C:24]2[CH:25]=[CH:26][C:27]3[O:32][CH2:31][CH2:30][N:29]([CH2:33][CH2:34][CH2:35][O:36][CH3:37])[C:28]=3[CH:38]=2)[CH2:7][N:6]([C:39]([O:41][CH2:42][C:43]2[CH:48]=[CH:47][CH:46]=[CH:45][CH:44]=2)=[O:40])[CH2:5]1.C1(C)C=CC(S(O[CH2:59][C@H:60]2[CH2:62][O:61]2)(=O)=O)=CC=1.C(=O)(O)[O-].[Na+]. Product: [CH3:21][O:20][CH2:19][CH2:18][O:17][CH2:16][C:13]1[CH:12]=[CH:11][C:10]([C@H:9]2[C@H:4]([O:3][CH2:59][C@H:60]3[CH2:62][O:61]3)[CH2:5][N:6]([C:39]([O:41][CH2:42][C:43]3[CH:44]=[CH:45][CH:46]=[CH:47][CH:48]=3)=[O:40])[CH2:7][C@@H:8]2[O:22][CH2:23][C:24]2[CH:25]=[CH:26][C:27]3[O:32][CH2:31][CH2:30][N:29]([CH2:33][CH2:34][CH2:35][O:36][CH3:37])[C:28]=3[CH:38]=2)=[CH:15][CH:14]=1. The catalyst class is: 7.